This data is from Full USPTO retrosynthesis dataset with 1.9M reactions from patents (1976-2016). The task is: Predict the reactants needed to synthesize the given product. Given the product [CH3:16][NH:1][C@@H:2]1[CH2:7][CH2:6][CH2:5][CH2:4][C@@H:3]1[NH:8][C:9](=[O:15])[O:10][C:11]([CH3:12])([CH3:14])[CH3:13], predict the reactants needed to synthesize it. The reactants are: [NH2:1][C@@H:2]1[CH2:7][CH2:6][CH2:5][CH2:4][C@@H:3]1[NH:8][C:9](=[O:15])[O:10][C:11]([CH3:14])([CH3:13])[CH3:12].[CH2:16](O)C.N1(CO)C2C=CC=CC=2N=N1.[BH4-].[Na+].